Dataset: Catalyst prediction with 721,799 reactions and 888 catalyst types from USPTO. Task: Predict which catalyst facilitates the given reaction. (1) Reactant: Br[CH2:2][CH2:3][CH2:4][CH2:5][CH2:6][C:7]([C:9]1[O:10][C:11]([C:14]2[CH:19]=[CH:18][CH:17]=[CH:16][N:15]=2)=[CH:12][N:13]=1)=[O:8].[CH3:20][NH:21][C:22]1[CH:27]=[CH:26][CH:25]=[CH:24][CH:23]=1. Product: [CH3:20][N:21]([C:22]1[CH:27]=[CH:26][CH:25]=[CH:24][CH:23]=1)[CH2:2][CH2:3][CH2:4][CH2:5][CH2:6][C:7]([C:9]1[O:10][C:11]([C:14]2[CH:19]=[CH:18][CH:17]=[CH:16][N:15]=2)=[CH:12][N:13]=1)=[O:8]. The catalyst class is: 2. (2) Reactant: C[O:2][C:3]([C:5]1[CH:6]=[N:7][C:8]([O:11][C:12]2[CH:17]=[CH:16][CH:15]=[CH:14][CH:13]=2)=[N:9][CH:10]=1)=[O:4].[Li+].[OH-]. The catalyst class is: 20. Product: [O:11]([C:8]1[N:7]=[CH:6][C:5]([C:3]([OH:4])=[O:2])=[CH:10][N:9]=1)[C:12]1[CH:13]=[CH:14][CH:15]=[CH:16][CH:17]=1. (3) Reactant: [C:1]([CH2:4][C:5]1[S:6][CH:7]=[CH:8][C:9]=1[C:10]([OH:12])=[O:11])([OH:3])=O.C(Cl)(=O)C. Product: [S:6]1[C:5]2[CH2:4][C:1](=[O:3])[O:12][C:10](=[O:11])[C:9]=2[CH:8]=[CH:7]1. The catalyst class is: 12. (4) Reactant: [Cl:1][C:2]1[CH:3]=[C:4]([O:15][CH2:16][C:17]2[C:22]([F:23])=[CH:21][CH:20]=[CH:19][C:18]=2[F:24])[C:5]2[N:6]([C:8]([C:12](O)=[O:13])=[C:9]([CH3:11])[N:10]=2)[CH:7]=1.F[B-](F)(F)F.N1(O[C+](N(C)C)N(C)C)C2C=CC=CC=2N=N1.CN1CCOCC1.[CH3:54][C:55]([NH2:59])([CH3:58])[CH2:56][NH2:57]. Product: [NH2:59][C:55]([CH3:58])([CH3:54])[CH2:56][NH:57][C:12]([C:8]1[N:6]2[CH:7]=[C:2]([Cl:1])[CH:3]=[C:4]([O:15][CH2:16][C:17]3[C:22]([F:23])=[CH:21][CH:20]=[CH:19][C:18]=3[F:24])[C:5]2=[N:10][C:9]=1[CH3:11])=[O:13]. The catalyst class is: 3. (5) Reactant: N#N.[Cl:3][CH2:4][C:5]1[O:6][CH:7]=[C:8]([CH2:10][OH:11])[N:9]=1.[CH2:12](I)[CH3:13]. Product: [Cl:3][CH2:4][C:5]1[O:6][CH:7]=[C:8]([CH2:10][O:11][CH2:12][CH3:13])[N:9]=1. The catalyst class is: 2. (6) Reactant: Cl[C:2]1[C:3]2[C:10]([C:11]3[CH:12]=[N:13][N:14]([CH:16]4[CH2:21][CH2:20][CH2:19][CH2:18][O:17]4)[CH:15]=3)=[CH:9][N:8]([CH2:22][O:23][CH2:24][CH2:25][Si:26]([CH3:29])([CH3:28])[CH3:27])[C:4]=2[N:5]=[CH:6][N:7]=1.[NH:30]1[CH2:35][CH2:34][O:33][CH2:32][CH2:31]1.C(N(CC)C(C)C)(C)C. Product: [N:30]1([C:2]2[C:3]3[C:10]([C:11]4[CH:12]=[N:13][N:14]([CH:16]5[CH2:21][CH2:20][CH2:19][CH2:18][O:17]5)[CH:15]=4)=[CH:9][N:8]([CH2:22][O:23][CH2:24][CH2:25][Si:26]([CH3:28])([CH3:29])[CH3:27])[C:4]=3[N:5]=[CH:6][N:7]=2)[CH2:35][CH2:34][O:33][CH2:32][CH2:31]1. The catalyst class is: 51. (7) Reactant: [Br:1][C:2]1[CH:3]=[C:4]2[C:8](=[CH:9][CH:10]=1)[N:7]([C:11]([N:13]([CH3:15])[CH3:14])=[O:12])[CH:6]=[C:5]2[CH:16]=[O:17].CC1C=CC(S([CH2:28][N+:29]#[C-:30])(=O)=O)=CC=1.C1CCN2C(=NCCC2)CC1. The catalyst class is: 57. Product: [Br:1][C:2]1[CH:3]=[C:4]2[C:8](=[CH:9][CH:10]=1)[N:7]([C:11]([N:13]([CH3:14])[CH3:15])=[O:12])[CH:6]=[C:5]2[C:16]1[O:17][CH:30]=[N:29][CH:28]=1. (8) Reactant: [CH2:1]([O:8][C:9]([N:11]1[CH2:16][CH2:15][N:14]([C@H:17]([CH2:29][OH:30])[CH2:18][CH2:19][N:20]2[CH2:27][CH2:26][C:23]3([CH2:25][CH2:24]3)[C@H:22]([OH:28])[CH2:21]2)[C:13](=[O:31])[C@@H:12]1[CH3:32])=[O:10])[C:2]1[CH:7]=[CH:6][CH:5]=[CH:4][CH:3]=1.[CH2:33]([N:35]=[C:36]=[O:37])[CH3:34]. Product: [CH2:1]([O:8][C:9]([N:11]1[CH2:16][CH2:15][N:14]([C@H:17]([CH2:29][O:30][C:36](=[O:37])[NH:35][CH2:33][CH3:34])[CH2:18][CH2:19][N:20]2[CH2:27][CH2:26][C:23]3([CH2:25][CH2:24]3)[C@H:22]([OH:28])[CH2:21]2)[C:13](=[O:31])[C@@H:12]1[CH3:32])=[O:10])[C:2]1[CH:3]=[CH:4][CH:5]=[CH:6][CH:7]=1. The catalyst class is: 10. (9) Reactant: [CH2:1]1[C:9]2[C:4](=[CH:5][C:6]([O:10][C:11]3[CH:18]=[CH:17][C:14]([C:15]#[N:16])=[CH:13][CH:12]=3)=[CH:7][CH:8]=2)[CH2:3][CH2:2]1.C1COCC1.[H-].[Al+3].[Li+].[H-].[H-].[H-].[OH-].[Na+]. Product: [CH2:1]1[C:9]2[C:4](=[CH:5][C:6]([O:10][C:11]3[CH:18]=[CH:17][C:14]([CH2:15][NH2:16])=[CH:13][CH:12]=3)=[CH:7][CH:8]=2)[CH2:3][CH2:2]1. The catalyst class is: 97. (10) Reactant: [CH3:1][O:2][C:3]([C:5]1[C:10]([NH2:11])=[N:9][C:8]([CH2:12][CH:13](OC)[O:14][CH3:15])=[CH:7][N:6]=1)=[O:4].CCN(CC)CC.FC(F)(F)S(O[Si](C)(C)C)(=O)=O.C([O-])(O)=O.[Na+]. Product: [CH3:1][O:2][C:3]([C:5]1[C:10]([NH2:11])=[N:9][C:8]([CH:12]=[CH:13][O:14][CH3:15])=[CH:7][N:6]=1)=[O:4]. The catalyst class is: 2.